From a dataset of Peptide-MHC class I binding affinity with 185,985 pairs from IEDB/IMGT. Regression. Given a peptide amino acid sequence and an MHC pseudo amino acid sequence, predict their binding affinity value. This is MHC class I binding data. The peptide sequence is RRYQIAQYK. The MHC is HLA-A26:03 with pseudo-sequence HLA-A26:03. The binding affinity (normalized) is 0.0847.